The task is: Regression. Given a peptide amino acid sequence and an MHC pseudo amino acid sequence, predict their binding affinity value. This is MHC class II binding data.. This data is from Peptide-MHC class II binding affinity with 134,281 pairs from IEDB. (1) The peptide sequence is ISGSSARYDVALSEQ. The MHC is DRB5_0101 with pseudo-sequence DRB5_0101. The binding affinity (normalized) is 0. (2) The peptide sequence is LALVGFLGGLITGIS. The MHC is HLA-DQA10102-DQB10602 with pseudo-sequence HLA-DQA10102-DQB10602. The binding affinity (normalized) is 0.536. (3) The peptide sequence is FKKWCGMLSTKSIDL. The MHC is DRB3_0101 with pseudo-sequence DRB3_0101. The binding affinity (normalized) is 0.313. (4) The peptide sequence is AAATCGTTVYGAFAA. The MHC is HLA-DQA10102-DQB10602 with pseudo-sequence HLA-DQA10102-DQB10602. The binding affinity (normalized) is 0.769. (5) The peptide sequence is SAIRAAPEAARSLAS. The MHC is DRB1_0301 with pseudo-sequence DRB1_0301. The binding affinity (normalized) is 0.569. (6) The peptide sequence is DGLVRDANNYEQQEQ. The MHC is DRB1_0901 with pseudo-sequence DRB1_0901. The binding affinity (normalized) is 0.0218.